This data is from Forward reaction prediction with 1.9M reactions from USPTO patents (1976-2016). The task is: Predict the product of the given reaction. (1) Given the reactants ClC1C(Cl)=C(C)NC=1C(O)=O.[Cl:12][C:13]1[C:17]([Cl:18])=[C:16]([C:19]#[N:20])[NH:15][C:14]=1[C:21]([O:23]C)=[O:22], predict the reaction product. The product is: [Cl:12][C:13]1[C:17]([Cl:18])=[C:16]([C:19]#[N:20])[NH:15][C:14]=1[C:21]([OH:23])=[O:22]. (2) Given the reactants [N:1]1[CH:6]=[CH:5][C:4]([C@@H:7]2[CH2:9][C@H:8]2[C:10]([O:12]CC)=[O:11])=[CH:3][CH:2]=1.[OH-].[Li+], predict the reaction product. The product is: [N:1]1[CH:6]=[CH:5][C:4]([C@@H:7]2[CH2:9][C@H:8]2[C:10]([OH:12])=[O:11])=[CH:3][CH:2]=1.